This data is from Full USPTO retrosynthesis dataset with 1.9M reactions from patents (1976-2016). The task is: Predict the reactants needed to synthesize the given product. (1) Given the product [O:1]=[CH:2][C@@H:3]([C@H:5]([C@@H:2]([C@@H:3]([CH2:5][OH:6])[OH:4])[OH:1])[OH:6])[OH:4], predict the reactants needed to synthesize it. The reactants are: [OH:1][CH2:2][CH:3]([CH2:5][OH:6])[OH:4]. (2) Given the product [CH2:18]([N:15]1[C:16]2[CH:17]=[C:9]3[N:8]=[C:7]([C:3]4[C:2]([NH:1][C:31](=[O:32])[CH2:30][C:24]5[CH:29]=[CH:28][CH:27]=[CH:26][CH:25]=5)=[CH:6][NH:5][N:4]=4)[NH:23][C:10]3=[CH:11][C:12]=2[C:13]([CH3:22])([CH3:21])[C:14]1=[O:20])[CH3:19], predict the reactants needed to synthesize it. The reactants are: [NH2:1][C:2]1[C:3]([C:7]2[NH:23][C:10]3=[CH:11][C:12]4[C:13]([CH3:22])([CH3:21])[C:14](=[O:20])[N:15]([CH2:18][CH3:19])[C:16]=4[CH:17]=[C:9]3[N:8]=2)=[N:4][NH:5][CH:6]=1.[C:24]1([CH2:30][C:31](Cl)=[O:32])[CH:29]=[CH:28][CH:27]=[CH:26][CH:25]=1. (3) Given the product [S:15]1[CH:19]=[CH:18][C:17]([CH2:20][NH:5][C:4]2[CH:6]=[C:7]([C:10]3[O:14][CH:13]=[N:12][CH:11]=3)[CH:8]=[CH:9][C:3]=2[O:2][CH3:1])=[CH:16]1, predict the reactants needed to synthesize it. The reactants are: [CH3:1][O:2][C:3]1[CH:9]=[CH:8][C:7]([C:10]2[O:14][CH:13]=[N:12][CH:11]=2)=[CH:6][C:4]=1[NH2:5].[S:15]1[CH:19]=[CH:18][C:17]([CH:20]=O)=[CH:16]1. (4) Given the product [Cl:1][C:2]1[CH:3]=[C:4]([CH:15]=[CH:16][C:17]=1[Cl:18])[O:5][C:6]1[CH:13]=[CH:12][C:11]([F:14])=[CH:10][C:7]=1[CH2:8][NH2:9], predict the reactants needed to synthesize it. The reactants are: [Cl:1][C:2]1[CH:3]=[C:4]([CH:15]=[CH:16][C:17]=1[Cl:18])[O:5][C:6]1[CH:13]=[CH:12][C:11]([F:14])=[CH:10][C:7]=1[C:8]#[N:9]. (5) Given the product [C:30]([O:29][C:27]([NH:34][CH2:35][CH2:36][CH2:37][N:12]1[C:11]([C:15]([OH:17])=[O:16])=[C:10]2[C:14]([C:6]3[CH:5]=[CH:4][C:3]([O:2][CH3:1])=[CH:20][C:7]=3[CH:8]([CH3:19])[CH2:9]2)=[N:13]1)=[O:28])([CH3:33])([CH3:32])[CH3:31], predict the reactants needed to synthesize it. The reactants are: [CH3:1][O:2][C:3]1[CH:4]=[CH:5][C:6]2[C:14]3[C:10](=[C:11]([C:15]([O:17]C)=[O:16])[NH:12][N:13]=3)[CH2:9][CH:8]([CH3:19])[C:7]=2[CH:20]=1.CC(C)([O-])C.[Li+].[C:27]([NH:34][CH2:35][CH2:36][CH2:37]Br)([O:29][C:30]([CH3:33])([CH3:32])[CH3:31])=[O:28].O.[OH-].[Li+]. (6) Given the product [Cl:1][C:2]1[CH:7]=[C:6]([Cl:8])[CH:5]=[CH:4][C:3]=1[C:9]1[C:14]([N:15]2[C:16](=[O:17])[C:18]3[C:19](=[CH:23][CH:24]=[CH:25][CH:26]=3)[C:20]2=[O:22])=[CH:13][N:12]=[C:11]([NH:27][CH2:28][CH2:29][NH:30][C:31]2[CH:36]=[CH:35][C:34]([N+:37]([O-:39])=[O:38])=[CH:33][N:32]=2)[N:10]=1, predict the reactants needed to synthesize it. The reactants are: [Cl:1][C:2]1[CH:7]=[C:6]([Cl:8])[CH:5]=[CH:4][C:3]=1[C:9]1[C:14]([NH:15][C:16]([C:18]2[CH:26]=[CH:25][CH:24]=[CH:23][C:19]=2[C:20]([OH:22])=O)=[O:17])=[CH:13][N:12]=[C:11]([NH:27][CH2:28][CH2:29][NH:30][C:31]2[CH:36]=[CH:35][C:34]([N+:37]([O-:39])=[O:38])=[CH:33][N:32]=2)[N:10]=1. (7) The reactants are: [Br:1][C:2]1[CH:3]=[CH:4][CH:5]=[C:6]2[C:11]=1[N:10]=[C:9](Cl)[CH:8]=[CH:7]2.[Li+].C[Si]([N-:18][Si](C)(C)C)(C)C. Given the product [Br:1][C:2]1[CH:3]=[CH:4][CH:5]=[C:6]2[C:11]=1[N:10]=[C:9]([NH2:18])[CH:8]=[CH:7]2, predict the reactants needed to synthesize it.